Predict the reaction yield, written as a fraction of the theoretical maximum amount of product (1.0 means a 100% yield; for example, 0.34 means a 34% yield). From a dataset of Reaction yield outcomes from USPTO patents with 853,638 reactions. (1) The reactants are [CH:1]1([CH:7]([CH:9]2[CH2:14][CH2:13][C:12]([F:16])([F:15])[CH2:11][CH2:10]2)[OH:8])[CH2:6][CH2:5][CH2:4][CH2:3][CH2:2]1.CC(OI1(OC(C)=O)(OC(C)=O)OC(=O)C2C=CC=CC1=2)=O. The catalyst is C(Cl)Cl. The product is [CH:1]1([C:7]([CH:9]2[CH2:14][CH2:13][C:12]([F:15])([F:16])[CH2:11][CH2:10]2)=[O:8])[CH2:6][CH2:5][CH2:4][CH2:3][CH2:2]1. The yield is 0.820. (2) The reactants are [F:1][C:2]1[CH:3]=[CH:4][C:5]([OH:11])=[C:6]([B:8]([OH:10])[OH:9])[CH:7]=1.O[C:13]([C:16](O)([CH3:18])[CH3:17])([CH3:15])[CH3:14]. The catalyst is C1(C)C=CC=CC=1. The product is [F:1][C:2]1[CH:3]=[CH:4][C:5]([OH:11])=[C:6]([B:8]2[O:9][C:16]([CH3:18])([CH3:17])[C:13]([CH3:15])([CH3:14])[O:10]2)[CH:7]=1. The yield is 0.920. (3) The reactants are [Cl:1][C:2]1[CH:8]=[C:7]([O:9][CH3:10])[CH:6]=[CH:5][C:3]=1[NH2:4].Cl.N([O-])=O.[Na+].C([O-])(=O)C.[Na+].[C:21]([O:27][CH:28](CC)[CH3:29])(=[O:26])[CH2:22][C:23](C)=O.[OH-].[K+].S(=O)(=O)(O)O. The catalyst is O.C(O)C. The product is [Cl:1][C:2]1[CH:8]=[C:7]([O:9][CH3:10])[CH:6]=[C:5]2[C:3]=1[NH:4][C:22]([C:21]([O:27][CH2:28][CH3:29])=[O:26])=[CH:23]2. The yield is 0.0400. (4) The reactants are [Br:1][C:2]1[CH:6]=[CH:5][NH:4][N:3]=1.[C:7]1([C:13](Cl)([C:20]2[CH:25]=[CH:24][CH:23]=[CH:22][CH:21]=2)[C:14]2[CH:19]=[CH:18][CH:17]=[CH:16][CH:15]=2)[CH:12]=[CH:11][CH:10]=[CH:9][CH:8]=1.CCN(CC)CC.O.C(Cl)Cl. The catalyst is C(Cl)Cl. The product is [Br:1][C:2]1[CH:6]=[CH:5][N:4]([C:13]([C:7]2[CH:12]=[CH:11][CH:10]=[CH:9][CH:8]=2)([C:20]2[CH:21]=[CH:22][CH:23]=[CH:24][CH:25]=2)[C:14]2[CH:15]=[CH:16][CH:17]=[CH:18][CH:19]=2)[N:3]=1. The yield is 0.640. (5) The reactants are [CH3:1][O:2][C:3](=[O:30])[NH:4][CH:5]([C:9]([N:11]1[CH2:15][CH2:14][CH2:13][CH:12]1[C:16]1[NH:17][C:18]([C:21]2[S:25][CH:24]3[CH:26]=[C:27](Br)[S:28][CH:23]3[CH:22]=2)=[CH:19][N:20]=1)=[O:10])[CH:6]([CH3:8])[CH3:7].[CH3:31][O:32][C:33](=[O:53])[NH:34][CH:35]([C:39]([N:41]1[CH2:45][CH2:44][CH2:43][CH:42]1[C:46]1[NH:47][C:48]([C:51]#[CH:52])=[CH:49][N:50]=1)=[O:40])[CH:36]([CH3:38])[CH3:37].C(N(CC)CC)C. The catalyst is CN(C=O)C.C1C=CC([P]([Pd]([P](C2C=CC=CC=2)(C2C=CC=CC=2)C2C=CC=CC=2)([P](C2C=CC=CC=2)(C2C=CC=CC=2)C2C=CC=CC=2)[P](C2C=CC=CC=2)(C2C=CC=CC=2)C2C=CC=CC=2)(C2C=CC=CC=2)C2C=CC=CC=2)=CC=1.[Cu]I. The product is [CH3:1][O:2][C:3](=[O:30])[NH:4][CH:5]([C:9]([N:11]1[CH2:15][CH2:14][CH2:13][CH:12]1[C:16]1[NH:17][C:18]([C:21]2[S:25][CH:24]3[CH:26]=[C:27]([C:52]#[C:51][C:48]4[NH:47][C:46]([CH:42]5[CH2:43][CH2:44][CH2:45][N:41]5[C:39](=[O:40])[CH:35]([NH:34][C:33]([O:32][CH3:31])=[O:53])[CH:36]([CH3:38])[CH3:37])=[N:50][CH:49]=4)[S:28][CH:23]3[CH:22]=2)=[CH:19][N:20]=1)=[O:10])[CH:6]([CH3:8])[CH3:7]. The yield is 0.180. (6) The reactants are [Br:1][C:2]1[C:7]2=[N:8]S[N:10]=[C:6]2[C:5]([Br:11])=[C:4]([N+:12]([O-])=O)[C:3]=1[N+:15]([O-])=O.[CH3:18][C:19](=O)[C:20](=O)[CH3:21]. The catalyst is C(O)(=O)C.O.[Zn]. The product is [Br:1][C:2]1[C:7]2[N:8]=[C:19]([CH3:18])[C:20]([CH3:21])=[N:10][C:6]=2[C:5]([Br:11])=[C:4]2[N:12]=[C:2]([CH3:7])[C:3]([CH3:4])=[N:15][C:3]=12. The yield is 0.0800. (7) The reactants are Cl.[NH2:2][NH2:3].FC1C([O:11][C:12]([C:14]2[C:15]([NH:25][C:26]3[CH:31]=[CH:30][C:29]([Br:32])=[CH:28][C:27]=3[F:33])=[C:16]([F:24])[C:17](=[O:23])[N:18]3[C:22]=2[CH2:21][CH2:20][CH2:19]3)=O)=C(F)C(F)=C(F)C=1F. The catalyst is C(Cl)Cl. The product is [Br:32][C:29]1[CH:30]=[CH:31][C:26]([NH:25][C:15]2[C:14]([C:12]([NH:2][NH2:3])=[O:11])=[C:22]3[N:18]([CH2:19][CH2:20][CH2:21]3)[C:17](=[O:23])[C:16]=2[F:24])=[C:27]([F:33])[CH:28]=1. The yield is 0.550. (8) The reactants are C(OC([NH:8][CH2:9][C:10]([NH:12][CH2:13][CH2:14][CH2:15][C@H:16]([N:33]([CH3:46])[C:34]([NH:36][CH2:37][C:38]1[CH:43]=[CH:42][CH:41]=[C:40]([F:44])[C:39]=1[Cl:45])=[O:35])[CH2:17][O:18][C:19](=[O:32])[NH:20][C:21]1[N:22]=[CH:23][C:24]2[C:29]([CH:30]=1)=[CH:28][C:27]([F:31])=[CH:26][CH:25]=2)=[O:11])=O)(C)(C)C.C(O)(C(F)(F)F)=O. The catalyst is C(Cl)Cl. The product is [F:31][C:27]1[CH:28]=[C:29]2[C:24](=[CH:25][CH:26]=1)[CH:23]=[N:22][C:21]([NH:20][C:19](=[O:32])[O:18][CH2:17][C@@H:16]([N:33]([CH3:46])[C:34]([NH:36][CH2:37][C:38]1[CH:43]=[CH:42][CH:41]=[C:40]([F:44])[C:39]=1[Cl:45])=[O:35])[CH2:15][CH2:14][CH2:13][NH:12][C:10](=[O:11])[CH2:9][NH2:8])=[CH:30]2. The yield is 0.790. (9) The reactants are [CH:1]1([CH2:4][O:5][C:6]2[N:11]=[C:10]([C:12]([NH:14][C:15]3([C:18]([F:21])([F:20])[F:19])[CH2:17][CH2:16]3)=[O:13])[CH:9]=[CH:8][C:7]=2[N:22]2[CH2:25][C:24]([F:27])([F:26])[CH2:23]2)[CH2:3][CH2:2]1.[CH3:28][C:29]([O-])(CC)C.[Na+].ICC. The catalyst is CN(C=O)C. The product is [CH2:28]([N:14]([C:15]1([C:18]([F:21])([F:20])[F:19])[CH2:16][CH2:17]1)[C:12]([C:10]1[CH:9]=[CH:8][C:7]([N:22]2[CH2:25][C:24]([F:27])([F:26])[CH2:23]2)=[C:6]([O:5][CH2:4][CH:1]2[CH2:3][CH2:2]2)[N:11]=1)=[O:13])[CH3:29]. The yield is 0.750. (10) The reactants are [CH2:1]([O:8][C:9](=[O:18])[NH:10][C@H:11]1[CH2:16][CH2:15][C@H:14]([OH:17])[CH2:13][CH2:12]1)[C:2]1[CH:7]=[CH:6][CH:5]=[CH:4][CH:3]=1.N1C=CN=C1.[Si:24](Cl)([C:27]([CH3:30])([CH3:29])[CH3:28])([CH3:26])[CH3:25]. The catalyst is C1COCC1. The product is [CH2:1]([O:8][C:9](=[O:18])[NH:10][C@H:11]1[CH2:16][CH2:15][C@H:14]([O:17][Si:24]([C:27]([CH3:30])([CH3:29])[CH3:28])([CH3:26])[CH3:25])[CH2:13][CH2:12]1)[C:2]1[CH:3]=[CH:4][CH:5]=[CH:6][CH:7]=1. The yield is 0.980.